Dataset: Reaction yield outcomes from USPTO patents with 853,638 reactions. Task: Predict the reaction yield, written as a fraction of the theoretical maximum amount of product (1.0 means a 100% yield; for example, 0.34 means a 34% yield). (1) The reactants are [CH3:1][C:2]1[N:6]2[C:7]3[CH:13]=[CH:12][NH:11][C:8]=3[N:9]=[CH:10][C:5]2=[C:4]([C:14]2[CH:19]=[CH:18][C:17]([C:20]([OH:23])([CH3:22])[CH3:21])=[CH:16][CH:15]=2)[N:3]=1.[H-].[Na+].[CH3:26][CH:27]([Si:29](Cl)([CH:33]([CH3:35])[CH3:34])[CH:30]([CH3:32])[CH3:31])[CH3:28]. The catalyst is C1COCC1. The yield is 0.960. The product is [CH3:1][C:2]1[N:6]2[C:7]3[CH:13]=[CH:12][N:11]([Si:29]([CH:33]([CH3:35])[CH3:34])([CH:30]([CH3:32])[CH3:31])[CH:27]([CH3:28])[CH3:26])[C:8]=3[N:9]=[CH:10][C:5]2=[C:4]([C:14]2[CH:19]=[CH:18][C:17]([C:20]([OH:23])([CH3:21])[CH3:22])=[CH:16][CH:15]=2)[N:3]=1. (2) The reactants are [Br:1][C:2]1[N:3]=[C:4]([CH:12]2[CH2:22][N:16]3[C:17](=[O:21])[O:18][CH2:19][CH2:20][CH:15]3[CH2:14][CH2:13]2)[N:5]2[CH:10]=[CH:9][N:8]=[C:7](Cl)[C:6]=12.[NH3:23].CC(O)C. No catalyst specified. The product is [NH2:23][C:7]1[C:6]2[N:5]([C:4]([CH:12]3[CH2:22][N:16]4[C:17](=[O:21])[O:18][CH2:19][CH2:20][CH:15]4[CH2:14][CH2:13]3)=[N:3][C:2]=2[Br:1])[CH:10]=[CH:9][N:8]=1. The yield is 0.800. (3) The reactants are [CH3:1][O:2][C:3](=[O:17])[CH:4]([NH:7][C:8](=[O:16])[C:9]1[CH:14]=[CH:13][CH:12]=[C:11]([Cl:15])[CH:10]=1)[CH2:5]O.BrC(Cl)(Cl)Cl.C1CCN2C(=NCCC2)CC1. The catalyst is C(Cl)Cl. The product is [CH3:1][O:2][C:3]([C:4]1[N:7]=[C:8]([C:9]2[CH:14]=[CH:13][CH:12]=[C:11]([Cl:15])[CH:10]=2)[O:16][CH:5]=1)=[O:17]. The yield is 0.590. (4) The yield is 0.760. The reactants are [NH:1]([CH2:8][C:9]1[CH:10]=[C:11]([CH:24]=[CH:25][CH:26]=1)[O:12][CH2:13][C:14]1[CH:23]=[CH:22][C:17]([C:18]([O:20][CH3:21])=[O:19])=[CH:16][CH:15]=1)[C:2]1[CH:7]=[CH:6][CH:5]=[CH:4][CH:3]=1.Cl.[C:28](Cl)(=[O:38])[O:29][C@@H:30]1[CH:35]2[CH2:36][CH2:37][N:32]([CH2:33][CH2:34]2)[CH2:31]1. The catalyst is CC#N.CCOC(C)=O. The product is [N:32]12[CH2:37][CH2:36][CH:35]([CH2:34][CH2:33]1)[C@@H:30]([O:29][C:28]([N:1]([CH2:8][C:9]1[CH:10]=[C:11]([CH:24]=[CH:25][CH:26]=1)[O:12][CH2:13][C:14]1[CH:15]=[CH:16][C:17]([C:18]([O:20][CH3:21])=[O:19])=[CH:22][CH:23]=1)[C:2]1[CH:3]=[CH:4][CH:5]=[CH:6][CH:7]=1)=[O:38])[CH2:31]2.